Dataset: Retrosynthesis with 50K atom-mapped reactions and 10 reaction types from USPTO. Task: Predict the reactants needed to synthesize the given product. (1) Given the product Oc1ccc(Nc2nc(-c3ccncc3)cs2)cc1, predict the reactants needed to synthesize it. The reactants are: NC(=S)Nc1ccc(O)cc1.O=C(CBr)c1ccncc1. (2) Given the product CC(C)(CC(=O)N[C@@H]1CCc2ccccc2N(Cc2ccc(-c3ccccc3C(=O)NCCO)cc2)C1=O)NC(=O)OCc1ccccc1, predict the reactants needed to synthesize it. The reactants are: CC(C)(CC(=O)N[C@@H]1CCc2ccccc2N(Cc2ccc(-c3ccccc3C(=O)O)cc2)C1=O)NC(=O)OCc1ccccc1.NCCO. (3) Given the product CCOC(=O)c1cnc(N2CCN(C(=O)Nc3ccc(Cl)c(Cl)c3)CC2)c(Cl)c1, predict the reactants needed to synthesize it. The reactants are: CCOC(=O)c1cnc(N2CCNCC2)c(Cl)c1.O=C=Nc1ccc(Cl)c(Cl)c1. (4) Given the product CNC(=O)Oc1ccc2c(ccn2Cc2ccncc2)c1, predict the reactants needed to synthesize it. The reactants are: CN=C=O.Oc1ccc2c(ccn2Cc2ccncc2)c1.